This data is from Full USPTO retrosynthesis dataset with 1.9M reactions from patents (1976-2016). The task is: Predict the reactants needed to synthesize the given product. (1) Given the product [C:1]1([C:7]2[C:8]([C:26]3[CH:27]=[CH:28][C:29]([C:32]4([NH2:40])[CH2:35][C:34]5([O:36][CH2:37][CH2:38][O:39]5)[CH2:33]4)=[CH:30][CH:31]=3)=[N:9][C:10]3[CH:11]=[CH:12][N:13]4[C:19]([C:20]5[N:25]=[CH:24][CH:23]=[CH:22][N:21]=5)=[N:18][N:17]=[C:14]4[C:15]=3[CH:16]=2)[CH:6]=[CH:5][CH:4]=[CH:3][CH:2]=1, predict the reactants needed to synthesize it. The reactants are: [C:1]1([C:7]2[C:8]([C:26]3[CH:31]=[CH:30][C:29]([C:32]4([NH:40]C(=O)OC(C)(C)C)[CH2:35][C:34]5([O:39][CH2:38][CH2:37][O:36]5)[CH2:33]4)=[CH:28][CH:27]=3)=[N:9][C:10]3[CH:11]=[CH:12][N:13]4[C:19]([C:20]5[N:25]=[CH:24][CH:23]=[CH:22][N:21]=5)=[N:18][N:17]=[C:14]4[C:15]=3[CH:16]=2)[CH:6]=[CH:5][CH:4]=[CH:3][CH:2]=1.C(O)(C(F)(F)F)=O. (2) Given the product [CH3:20][C:21]1[CH:26]=[CH:25][CH:24]=[CH:23][C:22]=1[C:2]1[CH:3]=[CH:4][C:5]2[O:11][CH2:10][CH2:9][N:8]([C:12]([O:14][C:15]([CH3:18])([CH3:17])[CH3:16])=[O:13])[CH2:7][C:6]=2[CH:19]=1, predict the reactants needed to synthesize it. The reactants are: Br[C:2]1[CH:3]=[CH:4][C:5]2[O:11][CH2:10][CH2:9][N:8]([C:12]([O:14][C:15]([CH3:18])([CH3:17])[CH3:16])=[O:13])[CH2:7][C:6]=2[CH:19]=1.[CH3:20][C:21]1[CH:26]=[CH:25][CH:24]=[CH:23][C:22]=1B(O)O.O. (3) Given the product [Cl:1][C:2]1[CH:7]=[CH:6][C:5]([O:8][C:9]([N:11]2[C:19]3[C:14](=[CH:15][C:16]([O:20][CH2:21][CH2:22][CH2:23][CH2:24][N:30]([CH2:29][CH:26]=[CH2:27])[CH3:31])=[CH:17][CH:18]=3)[CH2:13][CH2:12]2)=[O:10])=[CH:4][CH:3]=1, predict the reactants needed to synthesize it. The reactants are: [Cl:1][C:2]1[CH:7]=[CH:6][C:5]([O:8][C:9]([N:11]2[C:19]3[C:14](=[CH:15][C:16]([O:20][CH2:21][CH2:22][CH2:23][CH2:24]Br)=[CH:17][CH:18]=3)[CH2:13][CH2:12]2)=[O:10])=[CH:4][CH:3]=1.[CH2:26]([CH2:29][NH2:30])[CH:27]=C.[CH3:31]N(C=O)C. (4) Given the product [CH:1]1([CH2:6][CH:7]([C:17]2[CH:18]=[CH:19][C:20]([C:23]([OH:26])([CH3:24])[CH3:25])=[CH:21][CH:22]=2)[C:8]2[NH:16][C:11]3=[N:12][CH:13]=[CH:14][CH:15]=[C:10]3[CH:9]=2)[CH2:5][CH2:4][CH2:3][CH2:2]1, predict the reactants needed to synthesize it. The reactants are: [CH:1]1([CH:6]=[C:7]([C:17]2[CH:22]=[CH:21][C:20]([C:23]([OH:26])([CH3:25])[CH3:24])=[CH:19][CH:18]=2)[C:8]2[NH:16][C:11]3=[N:12][CH:13]=[CH:14][CH:15]=[C:10]3[CH:9]=2)[CH2:5][CH2:4][CH2:3][CH2:2]1. (5) Given the product [Cl:22][C:23]1[CH:24]=[C:25]([NH:26][C:19]2[C:20]3[N:12]([CH2:11][CH2:10][OH:9])[CH:13]=[CH:14][C:15]=3[N:16]=[CH:17][N:18]=2)[CH:27]=[CH:28][C:29]=1[O:30][C:31]1[CH:39]=[C:38]2[C:34]([CH:35]=[N:36][C:37]2([CH3:40])[CH3:41])=[CH:33][CH:32]=1, predict the reactants needed to synthesize it. The reactants are: C([O:9][CH2:10][CH2:11][N:12]1[C:20]2[C:19](Cl)=[N:18][CH:17]=[N:16][C:15]=2[CH:14]=[CH:13]1)(=O)C1C=CC=CC=1.[Cl:22][C:23]1[CH:24]=[C:25]([CH:27]=[CH:28][C:29]=1[O:30][C:31]1[CH:39]=[C:38]2[C:34]([CH:35]=[N:36][C:37]2([CH3:41])[CH3:40])=[CH:33][CH:32]=1)[NH2:26].Cl.N1C=CC=CC=1.C(=O)([O-])O.[Na+]. (6) Given the product [CH3:1][C:2]1([CH3:13])[CH:11]([OH:12])[CH2:10][CH2:9][C:4]2([O:5][CH2:6][CH2:7][O:8]2)[CH2:3]1, predict the reactants needed to synthesize it. The reactants are: [CH3:1][C:2]1([CH3:13])[C:11](=[O:12])[CH2:10][CH2:9][C:4]2([O:8][CH2:7][CH2:6][O:5]2)[CH2:3]1.[BH4-].[Na+].C(OCC)(=O)C.O. (7) Given the product [Cl:28][C:29]1[CH:30]=[C:31]([C@@H:35]([OH:36])[CH2:37][NH:1][C@@H:2]2[CH2:11][C:10]3[CH:9]=[C:8]([O:12][C:13]4[CH:14]=[CH:15][C:16]([N:23]5[CH2:24][CH2:25][CH2:26][CH2:27]5)=[C:17]([CH:22]=4)[C:18]([O:20][CH3:21])=[O:19])[CH:7]=[CH:6][C:5]=3[CH2:4][CH2:3]2)[CH:32]=[CH:33][CH:34]=1, predict the reactants needed to synthesize it. The reactants are: [NH2:1][C@@H:2]1[CH2:11][C:10]2[CH:9]=[C:8]([O:12][C:13]3[CH:14]=[CH:15][C:16]([N:23]4[CH2:27][CH2:26][CH2:25][CH2:24]4)=[C:17]([CH:22]=3)[C:18]([O:20][CH3:21])=[O:19])[CH:7]=[CH:6][C:5]=2[CH2:4][CH2:3]1.[Cl:28][C:29]1[CH:30]=[C:31]([C@@H:35]2[CH2:37][O:36]2)[CH:32]=[CH:33][CH:34]=1. (8) Given the product [CH2:40]([O:39][CH:38]([O:42][CH2:43][CH3:44])[C@@H:37]([N:25]([CH2:26][C:27]1[C:36]2[C:31](=[CH:32][CH:33]=[CH:34][CH:35]=2)[CH:30]=[CH:29][CH:28]=1)[C:23](=[O:24])[C@@H:14]([NH:13][C:10](=[O:12])[CH2:9][N:7]([CH3:8])[NH:6][C:4](=[O:5])[NH:3][CH2:1][CH3:2])[CH2:15][C:16]([O:18][C:19]([CH3:21])([CH3:22])[CH3:20])=[O:17])[CH3:45])[CH3:41], predict the reactants needed to synthesize it. The reactants are: [CH2:1]([NH:3][C:4]([NH:6][N:7]([CH2:9][C:10]([OH:12])=O)[CH3:8])=[O:5])[CH3:2].[NH2:13][C@H:14]([C:23]([N:25]([C@@H:37]([CH3:45])[CH:38]([O:42][CH2:43][CH3:44])[O:39][CH2:40][CH3:41])[CH2:26][C:27]1[C:36]2[C:31](=[CH:32][CH:33]=[CH:34][CH:35]=2)[CH:30]=[CH:29][CH:28]=1)=[O:24])[CH2:15][C:16]([O:18][C:19]([CH3:22])([CH3:21])[CH3:20])=[O:17]. (9) Given the product [F:1][C:2]1([CH2:15][OH:16])[CH2:3][CH2:4][N:5]([C:8]([O:10][C:11]([CH3:12])([CH3:13])[CH3:14])=[O:9])[CH2:6][CH2:7]1, predict the reactants needed to synthesize it. The reactants are: [F:1][C:2]1([C:15](OCC)=[O:16])[CH2:7][CH2:6][N:5]([C:8]([O:10][C:11]([CH3:14])([CH3:13])[CH3:12])=[O:9])[CH2:4][CH2:3]1.[H-].[Al+3].[Li+].[H-].[H-].[H-]. (10) Given the product [C:18]([O:17][C:15]([NH:7][C:4]1[CH:5]=[CH:6][N:1]=[CH:2][C:3]=1[NH2:8])=[O:16])([CH3:21])([CH3:20])[CH3:19], predict the reactants needed to synthesize it. The reactants are: [N:1]1[CH:6]=[CH:5][C:4]([NH2:7])=[C:3]([NH2:8])[CH:2]=1.C(=O)([O-])[O-].[K+].[K+].[C:15](O[C:15]([O:17][C:18]([CH3:21])([CH3:20])[CH3:19])=[O:16])([O:17][C:18]([CH3:21])([CH3:20])[CH3:19])=[O:16].[Cl-].[Na+].